Dataset: Peptide-MHC class I binding affinity with 185,985 pairs from IEDB/IMGT. Task: Regression. Given a peptide amino acid sequence and an MHC pseudo amino acid sequence, predict their binding affinity value. This is MHC class I binding data. (1) The MHC is HLA-B44:03 with pseudo-sequence HLA-B44:03. The peptide sequence is REVGDTSPDL. The binding affinity (normalized) is 0.0359. (2) The peptide sequence is GEIPFYGKAI. The MHC is HLA-B45:01 with pseudo-sequence HLA-B45:01. The binding affinity (normalized) is 0.206. (3) The peptide sequence is RVISDGYFK. The MHC is HLA-A30:01 with pseudo-sequence HLA-A30:01. The binding affinity (normalized) is 0.689. (4) The peptide sequence is YMVTDKTAY. The MHC is HLA-A11:01 with pseudo-sequence HLA-A11:01. The binding affinity (normalized) is 0.0597. (5) The peptide sequence is AAKKKGASL. The MHC is HLA-B48:01 with pseudo-sequence HLA-B48:01. The binding affinity (normalized) is 0.0847. (6) The peptide sequence is FANCNFTLV. The MHC is HLA-A02:02 with pseudo-sequence HLA-A02:02. The binding affinity (normalized) is 0.926.